Dataset: TCR-epitope binding with 47,182 pairs between 192 epitopes and 23,139 TCRs. Task: Binary Classification. Given a T-cell receptor sequence (or CDR3 region) and an epitope sequence, predict whether binding occurs between them. (1) The epitope is GLIYNRMGAVTTEV. The TCR CDR3 sequence is CSARVGQLGYNEQFF. Result: 1 (the TCR binds to the epitope). (2) Result: 1 (the TCR binds to the epitope). The epitope is TSNQVAVLY. The TCR CDR3 sequence is CASSFSGLHSYNEQFF. (3) Result: 1 (the TCR binds to the epitope). The TCR CDR3 sequence is CASSHLDRGGTGELFF. The epitope is RLRAEAQVK. (4) The epitope is KLSYGIATV. The TCR CDR3 sequence is CASSRDLSGNTIYF. Result: 1 (the TCR binds to the epitope).